From a dataset of Forward reaction prediction with 1.9M reactions from USPTO patents (1976-2016). Predict the product of the given reaction. (1) Given the reactants Cl.[NH2:2][C:3]1[CH:8]=[CH:7][C:6]([OH:9])=[CH:5][N:4]=1.CC[N:12]([CH2:15][CH3:16])[CH2:13][CH3:14].CN1C(C)=[C:21]([C:24](O)=[O:25])[C:20](=[O:27])[N:19]1[C:28]1C=CC=CC=1.[CH:34]1[CH:39]=NC2N(O)N=N[C:36]=2[CH:35]=1.CCN=C=NCCCN(C)C.Cl, predict the reaction product. The product is: [OH:9][C:6]1[CH:7]=[CH:8][C:3]([NH:2][C:24]([C:21]2[C:20](=[O:27])[N:19]([CH3:28])[N:12]([C:13]3[CH:14]=[CH:36][CH:35]=[CH:34][CH:39]=3)[C:15]=2[CH3:16])=[O:25])=[N:4][CH:5]=1. (2) Given the reactants F[C:2]1[CH:7]=[C:6]([C:8]2[N:12]3[CH:13]=[CH:14][CH:15]=[CH:16][C:11]3=[N:10][C:9]=2[C:17]([O:19][CH2:20][CH3:21])=[O:18])[CH:5]=[CH:4][N:3]=1.[NH:22]1[CH2:27][CH2:26][O:25][CH2:24][CH2:23]1, predict the reaction product. The product is: [N:22]1([C:2]2[CH:7]=[C:6]([C:8]3[N:12]4[CH:13]=[CH:14][CH:15]=[CH:16][C:11]4=[N:10][C:9]=3[C:17]([O:19][CH2:20][CH3:21])=[O:18])[CH:5]=[CH:4][N:3]=2)[CH2:27][CH2:26][O:25][CH2:24][CH2:23]1.